Dataset: Reaction yield outcomes from USPTO patents with 853,638 reactions. Task: Predict the reaction yield, written as a fraction of the theoretical maximum amount of product (1.0 means a 100% yield; for example, 0.34 means a 34% yield). (1) The reactants are [F:1][C:2]1[CH:7]=[C:6]([S:8][CH3:9])[CH:5]=[CH:4][C:3]=1[NH2:10].C(N(CC)CC)C.C[CH:19]([C:23](Cl)=[O:24])[C:20](Cl)=[O:21].CN([CH:29]=[O:30])C. The catalyst is CN(C1C=CN=CC=1)C. The product is [CH3:29][O:30][C:23](=[O:24])[CH2:19][C:20]([NH:10][C:3]1[CH:4]=[CH:5][C:6]([S:8][CH3:9])=[CH:7][C:2]=1[F:1])=[O:21]. The yield is 0.720. (2) The reactants are [F:1][C:2]([F:16])([C:6]([F:15])([F:14])[C:7]([F:13])([F:12])[C:8]([F:11])([F:10])[F:9])[CH2:3][CH2:4][OH:5].N1C=CC=CC=1.[Cl-].[C:24]([O:31][CH2:32][CH2:33][CH2:34][CH2:35][CH2:36][CH2:37][CH2:38][CH2:39][CH2:40][CH2:41]CC)(=[O:30])/[CH:25]=[CH:26]\[C:27]([O-])=[O:28].C(OCC)(=O)C. The catalyst is C(Cl)(Cl)Cl. The product is [C:24]([O:31][CH2:32][CH2:33][CH2:34][CH2:35][CH2:36][CH2:37][CH2:38][CH2:39][CH2:40][CH3:41])(=[O:30])/[CH:25]=[CH:26]\[C:27]([O:5][CH2:4][CH2:3][C:2]([F:16])([F:1])[C:6]([F:14])([F:15])[C:7]([F:12])([F:13])[C:8]([F:9])([F:10])[F:11])=[O:28]. The yield is 0.180. (3) The reactants are [NH:1]1[C:5]2[CH:6]=[CH:7][CH:8]=[CH:9][C:4]=2[N:3]=[C:2]1[CH2:10][N:11]([CH:16]1[C:25]2[N:24]=[CH:23][CH:22]=[CH:21][C:20]=2[CH2:19][CH2:18][CH2:17]1)[CH2:12][CH2:13][CH2:14][NH2:15].O.ON1C2C=CC=CC=2N=N1.Cl.CN(C)CCCN=C=NCC.[C:49](O)(=[O:56])[C:50]1[CH:55]=[CH:54][CH:53]=[CH:52][CH:51]=1. The catalyst is CN(C=O)C.C(OCC)(=O)C.O. The product is [NH:1]1[C:5]2[CH:6]=[CH:7][CH:8]=[CH:9][C:4]=2[N:3]=[C:2]1[CH2:10][N:11]([CH:16]1[C:25]2[N:24]=[CH:23][CH:22]=[CH:21][C:20]=2[CH2:19][CH2:18][CH2:17]1)[CH2:12][CH2:13][CH2:14][NH:15][C:49](=[O:56])[C:50]1[CH:55]=[CH:54][CH:53]=[CH:52][CH:51]=1. The yield is 0.370. (4) The reactants are C[O:2][C:3](=[O:39])[C:4]1[CH:9]=[CH:8][C:7]([NH:10][CH2:11][CH2:12][C:13]2[C:21]3[C:16](=[CH:17][CH:18]=[C:19]([Cl:22])[CH:20]=3)[N:15]([CH:23]([C:30]3[CH:35]=[CH:34][CH:33]=[CH:32][CH:31]=3)[C:24]3[CH:29]=[CH:28][CH:27]=[CH:26][CH:25]=3)[C:14]=2[CH2:36][CH2:37][NH2:38])=[CH:6][CH:5]=1.[Cl:40][C:41]1[CH:46]=[CH:45][CH:44]=[C:43]([CH3:47])[C:42]=1[S:48](Cl)(=[O:50])=[O:49]. No catalyst specified. The product is [CH:23]([N:15]1[C:16]2[C:21](=[CH:20][C:19]([Cl:22])=[CH:18][CH:17]=2)[C:13]([CH2:12][CH2:11][NH:10][C:7]2[CH:8]=[CH:9][C:4]([C:3]([OH:39])=[O:2])=[CH:5][CH:6]=2)=[C:14]1[CH2:36][CH2:37][NH:38][S:48]([C:42]1[C:43]([CH3:47])=[CH:44][CH:45]=[CH:46][C:41]=1[Cl:40])(=[O:50])=[O:49])([C:24]1[CH:25]=[CH:26][CH:27]=[CH:28][CH:29]=1)[C:30]1[CH:31]=[CH:32][CH:33]=[CH:34][CH:35]=1. The yield is 0.850.